This data is from Full USPTO retrosynthesis dataset with 1.9M reactions from patents (1976-2016). The task is: Predict the reactants needed to synthesize the given product. (1) Given the product [C:1]1([C:7]2[N:12]=[C:11]([C:13]([OH:15])=[O:14])[CH:10]=[N:9][CH:8]=2)[CH:2]=[CH:3][CH:4]=[CH:5][CH:6]=1, predict the reactants needed to synthesize it. The reactants are: [C:1]1([C:7]2[N:12]=[C:11]([C:13]([O-:15])=[O:14])[CH:10]=[N:9][CH:8]=2)[CH:6]=[CH:5][CH:4]=[CH:3][CH:2]=1.[Li+].[OH-].Cl. (2) Given the product [NH2:24][C:19]1[CH:20]=[N:21][CH:22]=[CH:23][C:18]=1[C@@H:7]1[CH2:8][C@H:9]([NH:10][C:11](=[O:17])[O:12][C:13]([CH3:14])([CH3:15])[CH3:16])[C@H:4]([O:3][CH2:1][CH3:2])[C@H:5]([CH3:27])[CH2:6]1.[NH2:24][C:19]1[CH:20]=[N:21][CH:22]=[CH:23][C:18]=1[C@H:7]1[CH2:8][C@@H:9]([NH:10][C:11](=[O:17])[O:12][C:13]([CH3:14])([CH3:15])[CH3:16])[C@@H:4]([O:3][CH2:1][CH3:2])[C@@H:5]([CH3:27])[CH2:6]1, predict the reactants needed to synthesize it. The reactants are: [CH2:1]([O:3][C@@H:4]1[C@H:9]([NH:10][C:11](=[O:17])[O:12][C:13]([CH3:16])([CH3:15])[CH3:14])[CH:8]=[C:7]([C:18]2[CH:23]=[CH:22][N:21]=[CH:20][C:19]=2[N+:24]([O-])=O)[CH2:6][C@@H:5]1[CH3:27])[CH3:2].